Dataset: Full USPTO retrosynthesis dataset with 1.9M reactions from patents (1976-2016). Task: Predict the reactants needed to synthesize the given product. (1) Given the product [CH2:1]([O:20][CH:21]([CH2:22][O:23][CH2:24][CH2:25][CH2:26][CH2:27][CH2:28][CH2:29][CH2:30][CH2:31]/[CH:32]=[CH:33]\[CH2:34]/[CH:35]=[CH:36]\[CH2:37][CH2:38][CH2:39][CH2:40][CH3:41])[CH2:42][OH:51])[CH2:2][CH2:3][CH2:4][CH2:5][CH2:6][CH2:7][CH2:8]/[CH:9]=[CH:10]\[CH2:11]/[CH:12]=[CH:13]\[CH2:14][CH2:15][CH2:16][CH2:17][CH3:18], predict the reactants needed to synthesize it. The reactants are: [C:1]([O:20][CH:21]([CH2:42]N1CCCC1)[CH2:22][O:23][CH2:24][CH2:25][CH2:26][CH2:27][CH2:28][CH2:29][CH2:30][CH2:31]/[CH:32]=[CH:33]\[CH2:34]/[CH:35]=[CH:36]\[CH2:37][CH2:38][CH2:39][CH2:40][CH3:41])(=O)[CH2:2][CH2:3][CH2:4][CH2:5][CH2:6][CH2:7][CH2:8]/[CH:9]=[CH:10]\[CH2:11]/[CH:12]=[CH:13]\[CH2:14][CH2:15][CH2:16][CH2:17][CH3:18].ClC(Cl)C(O)=[O:51]. (2) Given the product [Cl:9][C:4]1[N:3]=[C:2]([NH:10][CH2:11][CH:12]2[CH2:17][CH2:16][CH2:15][N:14]([C:18]([O:20][CH2:21][C:22]3[CH:23]=[CH:24][CH:25]=[CH:26][CH:27]=3)=[O:19])[CH2:13]2)[CH:7]=[C:6]([I:8])[CH:5]=1, predict the reactants needed to synthesize it. The reactants are: Cl[C:2]1[CH:7]=[C:6]([I:8])[CH:5]=[C:4]([Cl:9])[N:3]=1.[NH2:10][CH2:11][CH:12]1[CH2:17][CH2:16][CH2:15][N:14]([C:18]([O:20][CH2:21][C:22]2[CH:27]=[CH:26][CH:25]=[CH:24][CH:23]=2)=[O:19])[CH2:13]1. (3) Given the product [CH3:20][N:21]1[CH2:26][CH2:25][N:24]([CH2:2][C:3]([NH:5][C:6]2[CH:19]=[CH:18][C:9]3[O:10][C:11]4[CH2:17][CH2:16][CH2:15][CH2:14][CH2:13][C:12]=4[C:8]=3[CH:7]=2)=[O:4])[CH2:23][CH2:22]1, predict the reactants needed to synthesize it. The reactants are: Cl[CH2:2][C:3]([NH:5][C:6]1[CH:19]=[CH:18][C:9]2[O:10][C:11]3[CH2:17][CH2:16][CH2:15][CH2:14][CH2:13][C:12]=3[C:8]=2[CH:7]=1)=[O:4].[CH3:20][N:21]1[CH2:26][CH2:25][NH:24][CH2:23][CH2:22]1.C(=O)([O-])[O-].[Cs+].[Cs+].FC(F)(F)C(O)=O. (4) Given the product [CH:18]1([NH:1][C:2]2[S:3][C:4]([C:12]3[CH:17]=[CH:16][CH:15]=[CH:14][CH:13]=3)=[CH:5][C:6]=2[C:7]([O:9][CH2:10][CH3:11])=[O:8])[CH2:21][CH2:20][CH2:19]1, predict the reactants needed to synthesize it. The reactants are: [NH2:1][C:2]1[S:3][C:4]([C:12]2[CH:17]=[CH:16][CH:15]=[CH:14][CH:13]=2)=[CH:5][C:6]=1[C:7]([O:9][CH2:10][CH3:11])=[O:8].[C:18]1(=O)[CH2:21][CH2:20][CH2:19]1. (5) Given the product [F:26][C:24]1[CH:23]=[CH:22][C:21]2[CH:17]([C:10]3[C:11]4[C:16](=[CH:15][CH:14]=[CH:13][CH:12]=4)[N:8]([CH2:7][C:6]([OH:5])=[O:30])[C:9]=3[CH3:29])[N:18]([CH2:38][CH2:37][C:34]3[CH:35]=[CH:36][CH:31]=[CH:32][CH:33]=3)[S:19](=[O:28])(=[O:27])[C:20]=2[CH:25]=1, predict the reactants needed to synthesize it. The reactants are: C([O:5][C:6](=[O:30])[CH2:7][N:8]1[C:16]2[C:11](=[CH:12][CH:13]=[CH:14][CH:15]=2)[C:10]([CH:17]2[C:21]3[CH:22]=[CH:23][C:24]([F:26])=[CH:25][C:20]=3[S:19](=[O:28])(=[O:27])[NH:18]2)=[C:9]1[CH3:29])(C)(C)C.[CH:31]1[CH:36]=[CH:35][C:34]([CH2:37][CH2:38]Br)=[CH:33][CH:32]=1. (6) Given the product [CH3:1][C:2]1([CH3:24])[C:6]([C:7]2[CH:12]=[C:11]([C:13]([O:15][CH3:30])=[O:14])[CH:10]=[CH:9][C:8]=2[C:16]2[CH:21]=[C:20]([OH:22])[CH:19]=[CH:18][C:17]=2[F:23])=[CH:5][CH2:4][CH2:3]1, predict the reactants needed to synthesize it. The reactants are: [CH3:1][C:2]1([CH3:24])[C:6]([C:7]2[CH:12]=[C:11]([C:13]([OH:15])=[O:14])[CH:10]=[CH:9][C:8]=2[C:16]2[CH:21]=[C:20]([OH:22])[CH:19]=[CH:18][C:17]=2[F:23])=[CH:5][CH2:4][CH2:3]1.S(=O)(=O)(O)O.[CH3:30]O. (7) Given the product [CH3:1][O:2][C:3]1[CH:8]=[CH:7][C:6]([C:14]2[CH:20]=[CH:19][CH:18]=[C:16]([NH2:17])[CH:15]=2)=[CH:5][C:4]=1[CH3:12], predict the reactants needed to synthesize it. The reactants are: [CH3:1][O:2][C:3]1[CH:8]=[CH:7][C:6](B(O)O)=[CH:5][C:4]=1[CH3:12].Br[C:14]1[CH:15]=[C:16]([CH:18]=[CH:19][CH:20]=1)[NH2:17].C([O-])([O-])=O.[Na+].[Na+]. (8) Given the product [CH:16]1([C:8]2[CH:9]=[CH:10][CH:11]=[C:12]([CH2:13][CH3:14])[C:7]=2[CH:6]=[O:21])[CH2:18][CH2:17]1, predict the reactants needed to synthesize it. The reactants are: C(/N=[CH:6]/[C:7]1[C:12]([CH2:13][CH3:14])=[CH:11][CH:10]=[CH:9][C:8]=1Cl)CCC.[CH:16]1([Mg]Br)[CH2:18][CH2:17]1.[O:21]1CCCC1.